This data is from Forward reaction prediction with 1.9M reactions from USPTO patents (1976-2016). The task is: Predict the product of the given reaction. Given the reactants [NH2:1][C:2]1[N:7]([C:8]2[CH:13]=[CH:12][CH:11]=[C:10]([F:14])[CH:9]=2)[C:6](=[S:15])[NH:5][C:4](=[O:16])[CH:3]=1.[N:17]([O-])=[O:18].[Na+], predict the reaction product. The product is: [NH2:1][C:2]1[N:7]([C:8]2[CH:13]=[CH:12][CH:11]=[C:10]([F:14])[CH:9]=2)[C:6](=[S:15])[NH:5][C:4](=[O:16])[C:3]=1[N:17]=[O:18].